Dataset: Forward reaction prediction with 1.9M reactions from USPTO patents (1976-2016). Task: Predict the product of the given reaction. (1) Given the reactants Cl[C:2]([O:4][C:5]([CH3:7])=[CH2:6])=[O:3].[F:8][C:9]1[CH:15]=[C:14]([CH3:16])[C:13]([C:17]2[C:28]([CH3:29])=[N:27][C:20]3[N:21]=[C:22]([S:25][CH3:26])[N:23]=[CH:24][C:19]=3[CH:18]=2)=[CH:12][C:10]=1[NH2:11], predict the reaction product. The product is: [F:8][C:9]1[CH:15]=[C:14]([CH3:16])[C:13]([C:17]2[C:28]([CH3:29])=[N:27][C:20]3[N:21]=[C:22]([S:25][CH3:26])[N:23]=[CH:24][C:19]=3[CH:18]=2)=[CH:12][C:10]=1[NH:11][C:2](=[O:3])[O:4][C:5]([CH3:7])=[CH2:6]. (2) Given the reactants [CH3:1][S:2]([NH:5][C:6]1[CH:14]=[C:13]2[C:9]([CH:10]=[C:11]([C:15]([OH:17])=O)[NH:12]2)=[CH:8][CH:7]=1)(=[O:4])=[O:3].[NH2:18][C:19]1[CH:20]=[C:21]([C:33]2[CH:34]=[CH:35][C:36]([OH:39])=[N:37][CH:38]=2)[CH:22]=[C:23]([C:25]2[CH:30]=[CH:29][C:28]([F:31])=[CH:27][C:26]=2[F:32])[CH:24]=1.CN(C(ON1N=NC2C=CC=NC1=2)=[N+](C)C)C.F[P-](F)(F)(F)(F)F.CCN(C(C)C)C(C)C, predict the reaction product. The product is: [F:32][C:26]1[CH:27]=[C:28]([F:31])[CH:29]=[CH:30][C:25]=1[C:23]1[CH:22]=[C:21]([C:33]2[CH:38]=[N:37][C:36]([OH:39])=[CH:35][CH:34]=2)[CH:20]=[C:19]([NH:18][C:15]([C:11]2[NH:12][C:13]3[C:9]([CH:10]=2)=[CH:8][CH:7]=[C:6]([NH:5][S:2]([CH3:1])(=[O:3])=[O:4])[CH:14]=3)=[O:17])[CH:24]=1. (3) Given the reactants [CH:1]1([OH:5])[CH:3]([OH:4])[CH2:2]1.N1[CH:10]=[CH:9]N=C1.[Si:11](Cl)([C:14]([CH3:17])([CH3:16])[CH3:15])([CH3:13])[CH3:12], predict the reaction product. The product is: [C:14]([Si:11]([CH3:13])([CH3:12])[O:5][C@H:1]1[CH2:10][CH2:9][C@H:3]([OH:4])[CH2:2]1)([CH3:17])([CH3:16])[CH3:15]. (4) Given the reactants [C:1]([O:5][C:6]([N:8]([CH2:10][C:11]([OH:13])=O)[CH3:9])=[O:7])([CH3:4])([CH3:3])[CH3:2].CCN(CC)CC.ClC(OCC(C)C)=O.Cl.[CH2:30]([O:32][C:33](=[O:37])[CH2:34][NH:35][CH3:36])[CH3:31], predict the reaction product. The product is: [CH2:30]([O:32][C:33](=[O:37])[CH2:34][NH:35][CH2:36][C:11](=[O:13])[CH2:10][N:8]([C:6]([O:5][C:1]([CH3:2])([CH3:3])[CH3:4])=[O:7])[CH3:9])[CH3:31]. (5) Given the reactants [C:1]([O:4][CH2:5][C:6]1[C:24]([F:25])=[C:23]([NH2:26])[C:9]2[C:10](=[O:22])[CH:11]=[C:12]([C:14]3[CH:19]=[CH:18][C:17]([NH2:20])=[C:16]([F:21])[CH:15]=3)[O:13][C:8]=2[C:7]=1[F:27])(=[O:3])[CH3:2].Cl.[CH3:29][N:30]([CH3:37])[CH2:31][CH2:32][CH2:33][C:34](O)=[O:35].Cl.CN(C)CCCN=C=NCC.O, predict the reaction product. The product is: [C:1]([O:4][CH2:5][C:6]1[C:24]([F:25])=[C:23]([NH2:26])[C:9]2[C:10](=[O:22])[CH:11]=[C:12]([C:14]3[CH:19]=[CH:18][C:17]([NH:20][C:34](=[O:35])[CH2:33][CH2:32][CH2:31][N:30]([CH3:37])[CH3:29])=[C:16]([F:21])[CH:15]=3)[O:13][C:8]=2[C:7]=1[F:27])(=[O:3])[CH3:2]. (6) Given the reactants [C:1]([O:5][C:6](=[O:31])[N:7]([C:16]1[S:17][CH:18]=[CH:19][C@:20]([C:23]2[CH:28]=[C:27]([Br:29])[CH:26]=[CH:25][C:24]=2[F:30])([CH3:22])[N:21]=1)[CH2:8][O:9][CH2:10][CH2:11][Si:12]([CH3:15])([CH3:14])[CH3:13])([CH3:4])([CH3:3])[CH3:2].C([N-]C(C)C)(C)C.[Li+].[C:40](=[O:43])([O-])[O-:41].[K+].[K+].[CH3:46]I.C[CH2:49][O:50][C:51]([CH3:53])=[O:52], predict the reaction product. The product is: [Br:29][C:27]1[CH:26]=[CH:25][C:24]([F:30])=[C:23]([C@:20]2([CH3:22])[CH:19]=[C:18]([C:51]([O:50][CH3:49])=[O:52])[S:17][C:16]([N:7]([C:6]([O:5][C:1]([CH3:2])([CH3:3])[CH3:4])=[O:31])[CH2:8][O:9][CH2:10][CH2:11][Si:12]([CH3:15])([CH3:14])[CH3:13])=[N:21]2)[CH:28]=1.[Br:29][C:27]1[CH:26]=[C:25]([C:40]([O:41][CH3:46])=[O:43])[C:24]([F:30])=[C:23]([C@:20]2([CH3:22])[CH:19]=[C:53]([C:51]([O:50][CH3:49])=[O:52])[S:17][C:16]([N:7]([C:6]([O:5][C:1]([CH3:3])([CH3:2])[CH3:4])=[O:31])[CH2:8][O:9][CH2:10][CH2:11][Si:12]([CH3:15])([CH3:13])[CH3:14])=[N:21]2)[CH:28]=1.